Dataset: Full USPTO retrosynthesis dataset with 1.9M reactions from patents (1976-2016). Task: Predict the reactants needed to synthesize the given product. (1) Given the product [Cl:32][C:33]1[CH:38]=[CH:37][C:36]([C:2]2[C:11]3[C:6](=[CH:7][C:8]([S:12]([NH:15][C:16]4[CH:21]=[CH:20][N:19]=[CH:18][N:17]=4)(=[O:13])=[O:14])=[CH:9][CH:10]=3)[C:5]([F:31])=[CH:4][N:3]=2)=[C:35]([O:42][CH3:43])[CH:34]=1, predict the reactants needed to synthesize it. The reactants are: Cl[C:2]1[C:11]2[C:6](=[CH:7][C:8]([S:12]([N:15](CC3C=CC(OC)=CC=3)[C:16]3[CH:21]=[CH:20][N:19]=[CH:18][N:17]=3)(=[O:14])=[O:13])=[CH:9][CH:10]=2)[C:5]([F:31])=[CH:4][N:3]=1.[Cl:32][C:33]1[CH:38]=[CH:37][C:36](B(O)O)=[C:35]([O:42][CH3:43])[CH:34]=1. (2) Given the product [OH:1][C@H:2]1[CH2:7][CH2:6][C@H:5]([NH:8][C:9]2[CH:10]=[C:11]([CH:16]=[CH:17][CH:18]=2)[C:12]([OH:14])=[O:13])[CH2:4][CH2:3]1, predict the reactants needed to synthesize it. The reactants are: [OH:1][C@H:2]1[CH2:7][CH2:6][C@H:5]([NH:8][C:9]2[CH:10]=[C:11]([CH:16]=[CH:17][CH:18]=2)[C:12]([O:14]C)=[O:13])[CH2:4][CH2:3]1.O1CCCC1.O.[OH-].[K+]. (3) Given the product [O:33]=[S:2]1(=[O:1])[CH2:7][CH2:6][CH2:5][CH2:4][N:3]1[C:8]1[N:17]=[C:16]([C:18]([O:20][CH3:21])=[O:19])[C:15]([OH:22])=[C:14]2[C:9]=1[CH:10]=[CH:11][CH:12]=[N:13]2, predict the reactants needed to synthesize it. The reactants are: [O:1]=[S:2]1(=[O:33])[CH2:7][CH2:6][CH2:5][CH2:4][N:3]1[C:8]1[N:17]=[C:16]([C:18]([O:20][CH3:21])=[O:19])[C:15]([O:22]S(C2C=CC(C)=CC=2)(=O)=O)=[C:14]2[C:9]=1[CH:10]=[CH:11][CH:12]=[N:13]2.C[O-].[Na+].C(O)(=O)C.O. (4) Given the product [N:1]1[CH:6]=[CH:5][CH:4]=[C:3]([CH2:7][O:8][C:9](=[O:21])[NH:10][CH2:11][C:12]2[CH:13]=[CH:14][C:15]([C:18]([NH:20][C:31]3[C:30]([NH:26][C:27]([O:28][C:39]([CH3:65])([CH3:40])[CH3:38])=[O:29])=[CH:35][CH:34]=[C:33]([Cl:36])[N:32]=3)=[O:19])=[CH:16][CH:17]=2)[CH:2]=1, predict the reactants needed to synthesize it. The reactants are: [N:1]1[CH:6]=[CH:5][CH:4]=[C:3]([CH2:7][O:8][C:9](=[O:21])[NH:10][CH2:11][C:12]2[CH:17]=[CH:16][C:15]([C:18]([NH2:20])=[O:19])=[CH:14][CH:13]=2)[CH:2]=1.CC([N:26]([C:30]1[C:31](Cl)=[N:32][C:33]([Cl:36])=[CH:34][CH:35]=1)[C:27](=[O:29])[O-:28])(C)C.[CH3:38][C:39]1(C)[C:65]2C(=C(P(C3C=CC=CC=3)C3C=CC=CC=3)C=CC=2)OC2C(P(C3C=CC=CC=3)C3C=CC=CC=3)=CC=C[C:40]1=2.[O-]P([O-])([O-])=O.[K+].[K+].[K+]. (5) The reactants are: Br[C:2]1[C:3]2[C:4]3[CH:17]=[CH:16][S:15][C:5]=3[C:6](=[O:14])[NH:7][C:8]=2[CH:9]=[CH:10][C:11]=1[O:12][CH3:13].CC1(C)C(C)(C)OB([C:26]2[CH:41]=[CH:40][C:29]([CH2:30][CH2:31][NH:32][C:33](=[O:39])[O:34][C:35]([CH3:38])([CH3:37])[CH3:36])=[CH:28][CH:27]=2)O1. Given the product [CH3:13][O:12][C:11]1[CH:10]=[CH:9][C:8]2[NH:7][C:6](=[O:14])[C:5]3[S:15][CH:16]=[CH:17][C:4]=3[C:3]=2[C:2]=1[C:26]1[CH:41]=[CH:40][C:29]([CH2:30][CH2:31][NH:32][C:33](=[O:39])[O:34][C:35]([CH3:37])([CH3:38])[CH3:36])=[CH:28][CH:27]=1, predict the reactants needed to synthesize it. (6) The reactants are: [Cl:1][C:2]1[C:11](Cl)=[N:10][C:9]2[C:4](=[CH:5][CH:6]=[C:7]([O:13][CH3:14])[CH:8]=2)[N:3]=1.[CH:15]([O:18][C:19]1[CH:24]=[CH:23][C:22](B(O)O)=[CH:21][CH:20]=1)([CH3:17])[CH3:16].C([O-])([O-])=O.[K+].[K+]. Given the product [Cl:1][C:2]1[C:11]([C:22]2[CH:23]=[CH:24][C:19]([O:18][CH:15]([CH3:17])[CH3:16])=[CH:20][CH:21]=2)=[N:10][C:9]2[C:4](=[CH:5][CH:6]=[C:7]([O:13][CH3:14])[CH:8]=2)[N:3]=1, predict the reactants needed to synthesize it. (7) The reactants are: C1COCC1.O[Li].O.C[O:10][C:11](=[O:49])[CH2:12][O:13][C:14]1[CH:19]=[CH:18][C:17]([O:20][CH2:21][C:22]2[S:23][C:24]([C:37]3[CH:42]=[CH:41][C:40]([O:43][C:44]([F:47])([F:46])[F:45])=[CH:39][CH:38]=3)=[C:25]([C:27]3[CH:32]=[CH:31][C:30]([O:33][CH:34]([CH3:36])[CH3:35])=[CH:29][CH:28]=3)[N:26]=2)=[CH:16][C:15]=1[CH3:48]. Given the product [CH:34]([O:33][C:30]1[CH:29]=[CH:28][C:27]([C:25]2[N:26]=[C:22]([CH2:21][O:20][C:17]3[CH:18]=[CH:19][C:14]([O:13][CH2:12][C:11]([OH:49])=[O:10])=[C:15]([CH3:48])[CH:16]=3)[S:23][C:24]=2[C:37]2[CH:38]=[CH:39][C:40]([O:43][C:44]([F:46])([F:47])[F:45])=[CH:41][CH:42]=2)=[CH:32][CH:31]=1)([CH3:36])[CH3:35], predict the reactants needed to synthesize it.